This data is from Catalyst prediction with 721,799 reactions and 888 catalyst types from USPTO. The task is: Predict which catalyst facilitates the given reaction. (1) Reactant: [Cl-].[Cl-].[Cl-].[Al+3].[C:5](Cl)(=[O:7])[CH3:6].[Cl:9][CH2:10][CH2:11][CH2:12][C:13]1[CH:18]=[CH:17][CH:16]=[CH:15][CH:14]=1.Cl. Product: [Cl:9][CH2:10][CH2:11][CH2:12][C:13]1[CH:18]=[CH:17][C:16]([C:5](=[O:7])[CH3:6])=[CH:15][CH:14]=1. The catalyst class is: 2. (2) Reactant: C[O:2][C:3]([C:5]1[O:9][N:8]=[C:7]([C:10]2[CH:15]=[CH:14][C:13]([CH2:16][NH:17][C:18](=[O:26])[CH2:19][C:20]3[CH:25]=[CH:24][CH:23]=[CH:22][CH:21]=3)=[CH:12][CH:11]=2)[N:6]=1)=O.[NH:27]1[CH2:32][CH2:31][CH2:30][CH2:29][CH2:28]1. Product: [C:20]1([CH2:19][C:18]([NH:17][CH2:16][C:13]2[CH:12]=[CH:11][C:10]([C:7]3[N:6]=[C:5]([C:3]([N:27]4[CH2:32][CH2:31][CH2:30][CH2:29][CH2:28]4)=[O:2])[O:9][N:8]=3)=[CH:15][CH:14]=2)=[O:26])[CH:21]=[CH:22][CH:23]=[CH:24][CH:25]=1. The catalyst class is: 25. (3) Reactant: N#N.[C:3]1([C:9]2[O:13][CH:12]=[N:11][C:10]=2[C:14]([OH:16])=O)[CH:8]=[CH:7][CH:6]=[CH:5][CH:4]=1.C1C=CC2N(O)N=NC=2C=1.C(Cl)CCl.[C:31]([Si:35]([CH3:52])([CH3:51])[O:36][CH:37]([C:39]1[O:40][C:41]([CH2:44][N:45]2[N:49]=[C:48]([NH2:50])[CH:47]=[N:46]2)=[CH:42][N:43]=1)[CH3:38])([CH3:34])([CH3:33])[CH3:32]. Product: [C:31]([Si:35]([CH3:52])([CH3:51])[O:36][CH:37]([C:39]1[O:40][C:41]([CH2:44][N:45]2[N:49]=[C:48]([NH:50][C:14]([C:10]3[N:11]=[CH:12][O:13][C:9]=3[C:3]3[CH:4]=[CH:5][CH:6]=[CH:7][CH:8]=3)=[O:16])[CH:47]=[N:46]2)=[CH:42][N:43]=1)[CH3:38])([CH3:34])([CH3:33])[CH3:32]. The catalyst class is: 808. (4) Reactant: [NH2:1][CH2:2][CH2:3][CH2:4][CH2:5][C@H:6]([NH:14][C:15](=[O:34])[NH:16][C@@H:17]([CH2:25][CH2:26][C:27]([O:29][C:30]([CH3:33])([CH3:32])[CH3:31])=[O:28])[C:18]([O:20][C:21]([CH3:24])([CH3:23])[CH3:22])=[O:19])[C:7]([O:9][C:10]([CH3:13])([CH3:12])[CH3:11])=[O:8].[C:35]([O:39][C:40](=[O:70])[CH2:41][N:42]([CH2:56][C:57]1[N:58]([CH2:62][C:63]([O:65][C:66]([CH3:69])([CH3:68])[CH3:67])=[O:64])[CH:59]=[CH:60][N:61]=1)[CH2:43][CH2:44][CH2:45][CH2:46][CH2:47][CH2:48][CH2:49][CH2:50][CH2:51][CH2:52][C:53](O)=[O:54])([CH3:38])([CH3:37])[CH3:36].CCN=C=NCCCN(C)C.C1C=CC2N(O)N=NC=2C=1.CCN(C(C)C)C(C)C. Product: [C:66]([O:65][C:63](=[O:64])[CH2:62][N:58]1[CH:59]=[CH:60][N:61]=[C:57]1[CH2:56][N:42]([CH2:43][CH2:44][CH2:45][CH2:46][CH2:47][CH2:48][CH2:49][CH2:50][CH2:51][CH2:52][C:53](=[O:54])[NH:1][CH2:2][CH2:3][CH2:4][CH2:5][C@@H:6]([C:7]([O:9][C:10]([CH3:13])([CH3:12])[CH3:11])=[O:8])[NH:14][C:15](=[O:34])[NH:16][C@H:17]([C:18]([O:20][C:21]([CH3:22])([CH3:23])[CH3:24])=[O:19])[CH2:25][CH2:26][C:27]([O:29][C:30]([CH3:33])([CH3:32])[CH3:31])=[O:28])[CH2:41][C:40]([O:39][C:35]([CH3:36])([CH3:37])[CH3:38])=[O:70])([CH3:69])([CH3:67])[CH3:68]. The catalyst class is: 2. (5) Reactant: OC1C=C(C2N=C3C=CC(I)=CN3C=2)C=CC=1.[Br:18][CH2:19][CH2:20][OH:21].N1C=CN=C1.[C:27]([Si:31]([C:39]1[CH:44]=[CH:43][CH:42]=[CH:41][CH:40]=1)([C:33]1[CH:38]=[CH:37][CH:36]=[CH:35][CH:34]=1)Cl)([CH3:30])([CH3:29])[CH3:28].[Cl-].[Na+]. Product: [Br:18][CH2:19][CH2:20][O:21][Si:31]([C:27]([CH3:30])([CH3:29])[CH3:28])([C:39]1[CH:40]=[CH:41][CH:42]=[CH:43][CH:44]=1)[C:33]1[CH:38]=[CH:37][CH:36]=[CH:35][CH:34]=1. The catalyst class is: 9.